This data is from Reaction yield outcomes from USPTO patents with 853,638 reactions. The task is: Predict the reaction yield, written as a fraction of the theoretical maximum amount of product (1.0 means a 100% yield; for example, 0.34 means a 34% yield). (1) The product is [C:22]([NH:21][CH2:20][C@@H:7]1[O:6][C:5]2[N:25]=[CH:26][C:2]([NH:1][C:34](=[O:35])[C@H:33]([C:27]3[CH:32]=[CH:31][CH:30]=[CH:29][CH:28]=3)[CH3:37])=[CH:3][C:4]=2[N:9]([S:10]([C:13]2[CH:14]=[C:15]([CH3:19])[CH:16]=[CH:17][CH:18]=2)(=[O:12])=[O:11])[CH2:8]1)(=[O:24])[CH3:23]. The reactants are [NH2:1][C:2]1[CH:26]=[N:25][C:5]2[O:6][C@@H:7]([CH2:20][NH:21][C:22](=[O:24])[CH3:23])[CH2:8][N:9]([S:10]([C:13]3[CH:14]=[C:15]([CH3:19])[CH:16]=[CH:17][CH:18]=3)(=[O:12])=[O:11])[C:4]=2[CH:3]=1.[C:27]1([C@H:33]([CH3:37])[C:34](O)=[O:35])[CH:32]=[CH:31][CH:30]=[CH:29][CH:28]=1.C(N(CC)C(C)C)(C)C.F[P-](F)(F)(F)(F)F.N1(OC(N(C)C)=[N+](C)C)C2N=CC=CC=2N=N1. The yield is 0.510. The catalyst is CN(C)C=O.C(OCC)(=O)C. (2) The yield is 0.960. The product is [C:11]1([C:16]2[CH:21]=[CH:20][CH:19]=[CH:18][CH:17]=2)[CH:12]=[CH:13][CH:14]=[CH:15][C:10]=1[NH:9][C:8]([O:7][CH:4]1[CH2:3][CH2:2][N:1]([CH2:25][CH2:24][C:23]([OH:27])=[O:26])[CH2:6][CH2:5]1)=[O:22]. The reactants are [NH:1]1[CH2:6][CH2:5][CH:4]([O:7][C:8](=[O:22])[NH:9][C:10]2[CH:15]=[CH:14][CH:13]=[CH:12][C:11]=2[C:16]2[CH:21]=[CH:20][CH:19]=[CH:18][CH:17]=2)[CH2:3][CH2:2]1.[C:23]([OH:27])(=[O:26])[CH:24]=[CH2:25]. The catalyst is ClCCl. (3) The reactants are [BH4-].[Na+].[C:3]([C:6]1[O:10][N:9]=[C:8]([C:11]([NH:13][C@@H:14]([CH3:31])[CH2:15][N:16]2[CH:20]=[CH:19][C:18]([C:21]3[CH:26]=[C:25]([F:27])[C:24]([C:28]#[N:29])=[C:23]([Cl:30])[CH:22]=3)=[N:17]2)=[O:12])[CH:7]=1)(=[O:5])[CH3:4]. The catalyst is C(O)C. The product is [Cl:30][C:23]1[CH:22]=[C:21]([C:18]2[CH:19]=[CH:20][N:16]([CH2:15][C@@H:14]([NH:13][C:11]([C:8]3[CH:7]=[C:6]([CH:3]([OH:5])[CH3:4])[O:10][N:9]=3)=[O:12])[CH3:31])[N:17]=2)[CH:26]=[C:25]([F:27])[C:24]=1[C:28]#[N:29]. The yield is 0.810. (4) The reactants are [Cl:1][CH2:2][CH2:3][C:4]1[CH:5]=[C:6]([CH:10]=[CH:11][CH:12]=1)[C:7](Cl)=[O:8].[O:13]([CH2:21][C:22]1[CH:23]=[C:24]([CH:27]=[CH:28][CH:29]=1)[CH2:25][NH2:26])[Si:14]([C:17]([CH3:20])([CH3:19])[CH3:18])([CH3:16])[CH3:15].C(N(CC)CC)C. The catalyst is C(OCC)(=O)C. The product is [Cl:1][CH2:2][CH2:3][C:4]1[CH:5]=[C:6]([CH:10]=[CH:11][CH:12]=1)[C:7]([NH:26][CH2:25][C:24]1[CH:27]=[CH:28][CH:29]=[C:22]([CH2:21][O:13][Si:14]([C:17]([CH3:20])([CH3:19])[CH3:18])([CH3:15])[CH3:16])[CH:23]=1)=[O:8]. The yield is 0.750. (5) The reactants are [CH3:1][C:2]1[CH:3]=[C:4]([CH:8]=[C:9]([CH3:12])[C:10]=1[OH:11])[C:5]([OH:7])=[O:6].[C:13](OC(=O)C)(=[O:15])[CH3:14]. The catalyst is N1C=CC=CC=1. The product is [C:13]([O:11][C:10]1[C:9]([CH3:12])=[CH:8][C:4]([C:5]([OH:7])=[O:6])=[CH:3][C:2]=1[CH3:1])(=[O:15])[CH3:14]. The yield is 1.00. (6) The reactants are [Cl:1][C:2]1[CH:13]=[C:12]([Cl:14])[CH:11]=[CH:10][C:3]=1[CH:4]=[C:5]([C:8]#[N:9])[C:6]#[N:7].O1CCCC1.[BH4-].[Na+].C(C(CC1C=CC(Br)=CC=1)(C#N)C#N)C=C. The catalyst is C(O)C. The product is [Cl:1][C:2]1[CH:13]=[C:12]([Cl:14])[CH:11]=[CH:10][C:3]=1[CH2:4][CH:5]([C:6]#[N:7])[C:8]#[N:9]. The yield is 0.690. (7) The product is [NH2:1][C:2]1[CH:7]=[C:6]([O:8][CH2:20][C:21]2[CH:26]=[CH:25][CH:24]=[CH:23][CH:22]=2)[CH:5]=[CH:4][C:3]=1[S:9][C:10]1[CH:15]=[CH:14][C:13]([NH:16][C:17](=[O:19])[CH3:18])=[CH:12][CH:11]=1. The yield is 1.00. The catalyst is CN(C=O)C. The reactants are [NH2:1][C:2]1[CH:7]=[C:6]([OH:8])[CH:5]=[CH:4][C:3]=1[S:9][C:10]1[CH:15]=[CH:14][C:13]([NH:16][C:17](=[O:19])[CH3:18])=[CH:12][CH:11]=1.[CH2:20](Br)[C:21]1[CH:26]=[CH:25][CH:24]=[CH:23][CH:22]=1.C(=O)([O-])[O-].[K+].[K+].